From a dataset of Full USPTO retrosynthesis dataset with 1.9M reactions from patents (1976-2016). Predict the reactants needed to synthesize the given product. (1) Given the product [Cl:1][C:2]1[CH:10]=[C:9]([F:11])[C:8]([C:12]2[CH:17]=[CH:16][CH:15]=[CH:14][N:13]=2)=[CH:7][C:3]=1[C:4]([NH:18][C:19]1[N:23]([C:24]2[CH:29]=[CH:28][CH:27]=[CH:26][CH:25]=2)[N:22]=[C:21]([C:30]([O:32][CH2:33][CH3:34])=[O:31])[CH:20]=1)=[O:6], predict the reactants needed to synthesize it. The reactants are: [Cl:1][C:2]1[CH:10]=[C:9]([F:11])[C:8]([C:12]2[CH:17]=[CH:16][CH:15]=[CH:14][N:13]=2)=[CH:7][C:3]=1[C:4]([OH:6])=O.[NH2:18][C:19]1[N:23]([C:24]2[CH:29]=[CH:28][CH:27]=[CH:26][CH:25]=2)[N:22]=[C:21]([C:30]([O:32][CH2:33][CH3:34])=[O:31])[CH:20]=1.C(N(CC)C(C)C)(C)C.CCCP(=O)=O. (2) The reactants are: C[Si]([N:5]=[N+:6]=[N-:7])(C)C.[C:8]([C:10]1[CH:11]=[C:12]([C:17]2[N:18]=[C:19]([CH:29]([CH3:31])[CH3:30])[NH:20][C:21]=2[C:22]2[CH:27]=[CH:26][CH:25]=[C:24]([CH3:28])[N:23]=2)[CH:13]=[CH:14][C:15]=1[F:16])#[CH:9].C(=O)(O)[O-].[Na+]. Given the product [F:16][C:15]1[CH:14]=[CH:13][C:12]([C:17]2[N:18]=[C:19]([CH:29]([CH3:30])[CH3:31])[NH:20][C:21]=2[C:22]2[CH:27]=[CH:26][CH:25]=[C:24]([CH3:28])[N:23]=2)=[CH:11][C:10]=1[C:8]1[N:5]=[N:6][NH:7][CH:9]=1, predict the reactants needed to synthesize it. (3) Given the product [Br:1][C:2]1[N:7]=[C:6]([CH:8]=[O:9])[CH:5]=[CH:4][C:3]=1[O:10][CH2:18][CH2:19][O:20][Si:21]([C:24]([CH3:27])([CH3:26])[CH3:25])([CH3:23])[CH3:22], predict the reactants needed to synthesize it. The reactants are: [Br:1][C:2]1[N:7]=[C:6]([CH:8]=[O:9])[CH:5]=[CH:4][C:3]=1[OH:10].C([O-])([O-])=O.[K+].[K+].Br[CH2:18][CH2:19][O:20][Si:21]([C:24]([CH3:27])([CH3:26])[CH3:25])([CH3:23])[CH3:22].